This data is from Reaction yield outcomes from USPTO patents with 853,638 reactions. The task is: Predict the reaction yield, written as a fraction of the theoretical maximum amount of product (1.0 means a 100% yield; for example, 0.34 means a 34% yield). (1) The reactants are Br[C:2]1[C:6]([CH3:8])([CH3:7])[O:5]/[C:4](=[C:9]2/[C:10](=[O:19])[NH:11][C:12]3[C:17]/2=[CH:16][C:15]([F:18])=[CH:14][CH:13]=3)/[CH:3]=1.[F:20][C:21]1[N:26]=[CH:25][C:24](B(O)O)=[CH:23][CH:22]=1.C(=O)([O-])[O-].[K+].[K+]. The catalyst is C1COCC1.O. The product is [F:18][C:15]1[CH:16]=[C:17]2[C:12](=[CH:13][CH:14]=1)[NH:11][C:10](=[O:19])/[C:9]/2=[C:4]1/[O:5][C:6]([CH3:8])([CH3:7])[C:2]([C:24]2[CH:25]=[N:26][C:21]([F:20])=[CH:22][CH:23]=2)=[CH:3]/1. The yield is 0.480. (2) The reactants are CC1(C)C(C)(C)OB([C:9]2[CH:14]=[CH:13][C:12]([S:15](OC3C(F)=C(F)C(F)=C(F)C=3F)(=[O:17])=[O:16])=[CH:11][CH:10]=2)O1.CC([N:35]([CH2:39][CH2:40][NH2:41])[C:36](=[O:38])[O-:37])(C)C.Br[C:43]1[CH:48]=[CH:47][N:46]=[C:45]2[N:49]([S:56]([C:59]3[CH:64]=[CH:63][C:62]([CH3:65])=[CH:61][CH:60]=3)(=[O:58])=[O:57])[C:50]([C:52]#[C:53][CH2:54][OH:55])=[CH:51][C:44]=12.C(=O)([O-])[O-].[Na+].[Na+].O.[Cl-].[Na+].O. The catalyst is O1CCOCC1.O.C1C=CC(P(C2C=CC=CC=2)[C-]2C=CC=C2)=CC=1.C1C=CC(P(C2C=CC=CC=2)[C-]2C=CC=C2)=CC=1.Cl[Pd]Cl.[Fe+2]. The product is [OH:55][CH2:54][C:53]#[C:52][C:50]1[N:49]([S:56]([C:59]2[CH:60]=[CH:61][C:62]([CH3:65])=[CH:63][CH:64]=2)(=[O:58])=[O:57])[C:45]2=[N:46][CH:47]=[CH:48][C:43]([C:9]3[CH:10]=[CH:11][C:12]([S:15]([NH:41][CH2:40][CH2:39][NH:35][C:36](=[O:38])[O:37][C:44]([CH3:51])([CH3:45])[CH3:43])(=[O:17])=[O:16])=[CH:13][CH:14]=3)=[C:44]2[CH:51]=1. The yield is 0.560.